The task is: Predict the product of the given reaction.. This data is from Forward reaction prediction with 1.9M reactions from USPTO patents (1976-2016). (1) Given the reactants [O:1]=[CH:2][CH2:3][CH2:4][NH:5][C:6]([C@H:8]1[C:13]([CH3:15])([CH3:14])[CH2:12][O:11][C:10]([CH3:17])([CH3:16])[O:9]1)=[O:7].[CH3:18][CH2:19][Mg+].[Br-], predict the reaction product. The product is: [OH:1][CH:2]([CH2:18][CH3:19])[CH2:3][CH2:4][NH:5][C:6]([C@H:8]1[C:13]([CH3:15])([CH3:14])[CH2:12][O:11][C:10]([CH3:17])([CH3:16])[O:9]1)=[O:7]. (2) The product is: [F:31][C:4]1[CH:3]=[C:2]([NH:1][C:42]([NH:41][C:39](=[O:40])[CH2:38][C:32]2[CH:33]=[CH:34][CH:35]=[CH:36][CH:37]=2)=[O:43])[CH:30]=[CH:29][C:5]=1[O:6][C:7]1[CH:12]=[CH:11][N:10]=[C:9]([NH:13][C:14]([N:16]2[CH2:21][CH2:20][CH:19]([N:22]3[CH2:23][CH:24]([N:26]([CH3:27])[CH3:28])[CH2:25]3)[CH2:18][CH2:17]2)=[O:15])[CH:8]=1. Given the reactants [NH2:1][C:2]1[CH:30]=[CH:29][C:5]([O:6][C:7]2[CH:12]=[CH:11][N:10]=[C:9]([NH:13][C:14]([N:16]3[CH2:21][CH2:20][CH:19]([N:22]4[CH2:25][CH:24]([N:26]([CH3:28])[CH3:27])[CH2:23]4)[CH2:18][CH2:17]3)=[O:15])[CH:8]=2)=[C:4]([F:31])[CH:3]=1.[C:32]1([CH2:38][C:39]([N:41]=[C:42]=[O:43])=[O:40])[CH:37]=[CH:36][CH:35]=[CH:34][CH:33]=1.C(OCC)C, predict the reaction product. (3) Given the reactants [C:1](Cl)(=O)[CH2:2][CH2:3][CH3:4].[CH:7]1([CH2:12][C:13]2([N:23]([CH3:25])[CH3:24])[CH2:22][CH2:21][C:16]3([CH2:20][NH:19][CH2:18][CH2:17]3)[CH2:15][CH2:14]2)[CH2:11][CH2:10][CH2:9][CH2:8]1.C(N(CC)CC)C.C(=O)([O-])[O-].[K+].[K+], predict the reaction product. The product is: [CH2:1]([N:19]1[CH2:20][C:16]2([CH2:15][CH2:14][C:13]([N:23]([CH3:24])[CH3:25])([CH2:12][CH:7]3[CH2:11][CH2:10][CH2:9][CH2:8]3)[CH2:22][CH2:21]2)[CH2:17][CH2:18]1)[CH2:2][CH2:3][CH3:4]. (4) Given the reactants [OH-].[Na+].[Cl:3][C:4]1[CH:5]=[C:6]([C:10]2[N:14]([C:15]3[CH:16]=[N:17][CH:18]=[CH:19][CH:20]=3)[N:13]=[C:12]([CH3:21])[C:11]=2[CH2:22][C:23]([O:25]C)=[O:24])[CH:7]=[CH:8][CH:9]=1, predict the reaction product. The product is: [Cl:3][C:4]1[CH:5]=[C:6]([C:10]2[N:14]([C:15]3[CH:16]=[N:17][CH:18]=[CH:19][CH:20]=3)[N:13]=[C:12]([CH3:21])[C:11]=2[CH2:22][C:23]([OH:25])=[O:24])[CH:7]=[CH:8][CH:9]=1. (5) Given the reactants Br[C:2]([CH2:8][CH2:9][CH3:10])([CH2:5][CH2:6][CH3:7])[CH:3]=O.[CH2:11]([NH2:14])[CH2:12][NH2:13], predict the reaction product. The product is: [CH2:5]([C:2]1([CH2:8][CH2:9][CH3:10])[NH:14][CH2:11][CH2:12][N:13]=[CH:3]1)[CH2:6][CH3:7]. (6) Given the reactants [CH2:1]([O:8][CH2:9][CH:10]([NH:25][C:26](=O)OC(C)(C)C)[CH2:11][N:12]([C:21](=[O:24])CBr)[CH2:13][C:14]1[CH:19]=[CH:18][C:17]([F:20])=[CH:16][CH:15]=1)[C:2]1[CH:7]=[CH:6][CH:5]=[CH:4][CH:3]=1.FC(F)(F)C(O)=O, predict the reaction product. The product is: [CH2:1]([O:8][CH2:9][CH:10]1[CH2:11][N:12]([CH2:13][C:14]2[CH:15]=[CH:16][C:17]([F:20])=[CH:18][CH:19]=2)[C:21](=[O:24])[CH2:26][NH:25]1)[C:2]1[CH:3]=[CH:4][CH:5]=[CH:6][CH:7]=1. (7) Given the reactants [CH3:1][O:2][C:3]1[N:4]=[C:5]2[C:14](=[CH:15][CH:16]=1)[N:13]=[CH:12][C:11]1[N:10]([CH3:17])[CH2:9][CH:8]([C@H:18]3[CH2:23][CH2:22][C@H:21]([NH2:24])[CH2:20][CH2:19]3)[O:7][C:6]2=1.[O:25]=[C:26]1[NH:31][C:30]2[CH:32]=[C:33]([C:36](O)=[O:37])[CH:34]=[CH:35][C:29]=2[S:28][CH2:27]1, predict the reaction product. The product is: [CH3:1][O:2][C:3]1[N:4]=[C:5]2[C:14](=[CH:15][CH:16]=1)[N:13]=[CH:12][C:11]1[N:10]([CH3:17])[CH2:9][CH:8]([C@H:18]3[CH2:23][CH2:22][C@H:21]([NH:24][C:36]([C:33]4[CH:34]=[CH:35][C:29]5[S:28][CH2:27][C:26](=[O:25])[NH:31][C:30]=5[CH:32]=4)=[O:37])[CH2:20][CH2:19]3)[O:7][C:6]2=1.